Dataset: Full USPTO retrosynthesis dataset with 1.9M reactions from patents (1976-2016). Task: Predict the reactants needed to synthesize the given product. (1) Given the product [CH3:1][O:2][C:3]([C:5]1[CH:6]=[CH:7][C:8]([CH2:9][NH:10][NH:11][C:12]([O:14][C:15]([CH3:16])([CH3:18])[CH3:17])=[O:13])=[CH:19][CH:20]=1)=[O:4], predict the reactants needed to synthesize it. The reactants are: [CH3:1][O:2][C:3]([C:5]1[CH:20]=[CH:19][C:8](/[CH:9]=[N:10]/[NH:11][C:12]([O:14][C:15]([CH3:18])([CH3:17])[CH3:16])=[O:13])=[CH:7][CH:6]=1)=[O:4].CO.CC(O)=O. (2) The reactants are: [NH2:1][C:2]1[CH:13]=[CH:12][C:5]([C:6]([N:8]([O:10][CH3:11])[CH3:9])=[O:7])=[CH:4][C:3]=1[Br:14].[CH3:15][C:16]([O:19][C:20](O[C:20]([O:19][C:16]([CH3:18])([CH3:17])[CH3:15])=[O:21])=[O:21])([CH3:18])[CH3:17]. Given the product [Br:14][C:3]1[CH:4]=[C:5]([C:6](=[O:7])[N:8]([O:10][CH3:11])[CH3:9])[CH:12]=[CH:13][C:2]=1[NH:1][C:20](=[O:21])[O:19][C:16]([CH3:18])([CH3:17])[CH3:15], predict the reactants needed to synthesize it. (3) Given the product [CH3:9][C:7]1[CH:6]=[C:5]([NH:10][C:11]([C@@H:13]2[CH2:17][CH2:16][CH2:15][N:14]2[S:35]([C:32]2[CH:31]=[CH:30][C:29]([O:28][CH3:27])=[CH:34][CH:33]=2)(=[O:37])=[O:36])=[O:12])[CH:4]=[C:3]([CH3:2])[CH:8]=1, predict the reactants needed to synthesize it. The reactants are: Cl.[CH3:2][C:3]1[CH:4]=[C:5]([NH:10][C:11]([C@@H:13]2[CH2:17][CH2:16][CH2:15][NH:14]2)=[O:12])[CH:6]=[C:7]([CH3:9])[CH:8]=1.CCN(C(C)C)C(C)C.[CH3:27][O:28][C:29]1[CH:34]=[CH:33][C:32]([S:35](Cl)(=[O:37])=[O:36])=[CH:31][CH:30]=1. (4) The reactants are: Cl.Cl.[NH2:3][C@H:4]1[CH2:8][C@@H:7]([N:9]2[CH:17]=[N:16][C:15]3[C:10]2=[N:11][C:12]([Cl:33])=[N:13][C:14]=3[NH:18][CH2:19][CH:20]([C:27]2[CH:32]=[CH:31][CH:30]=[CH:29][CH:28]=2)[C:21]2[CH:26]=[CH:25][CH:24]=[CH:23][CH:22]=2)[C@H:6]([OH:34])[C@@H:5]1[OH:35].[C:36]([O:39][CH2:40][C:41](Cl)=[O:42])(=[O:38])[CH3:37]. Given the product [Cl:33][C:12]1[N:11]=[C:10]2[C:15]([N:16]=[CH:17][N:9]2[C@@H:7]2[CH2:8][C@H:4]([NH:3][C:41]([CH2:40][O:39][C:36](=[O:38])[CH3:37])=[O:42])[C@@H:5]([OH:35])[C@H:6]2[OH:34])=[C:14]([NH:18][CH2:19][CH:20]([C:27]2[CH:28]=[CH:29][CH:30]=[CH:31][CH:32]=2)[C:21]2[CH:26]=[CH:25][CH:24]=[CH:23][CH:22]=2)[N:13]=1, predict the reactants needed to synthesize it. (5) Given the product [Br:14][C:15]1[CH:20]=[CH:19][C:18]([F:24])=[C:17]([C:2]2[N:7]=[C:6]([C:8]([O:10][CH2:11][CH3:12])=[O:9])[C:5]([F:13])=[CH:4][N:3]=2)[CH:16]=1, predict the reactants needed to synthesize it. The reactants are: Cl[C:2]1[N:7]=[C:6]([C:8]([O:10][CH2:11][CH3:12])=[O:9])[C:5]([F:13])=[CH:4][N:3]=1.[Br:14][C:15]1[CH:16]=[CH:17][C:18]([F:24])=[C:19](B(O)O)[CH:20]=1. (6) Given the product [C:4]([O:8][C:9]([NH:11][C@H:12]1[CH2:16][CH2:15][N:14]([C:17]2[CH:18]=[CH:19][C:20]([C:21]([OH:23])=[O:22])=[CH:25][CH:26]=2)[CH2:13]1)=[O:10])([CH3:7])([CH3:5])[CH3:6], predict the reactants needed to synthesize it. The reactants are: O[Li].O.[C:4]([O:8][C:9]([NH:11][C@H:12]1[CH2:16][CH2:15][N:14]([C:17]2[CH:26]=[CH:25][C:20]([C:21]([O:23]C)=[O:22])=[CH:19][CH:18]=2)[CH2:13]1)=[O:10])([CH3:7])([CH3:6])[CH3:5].Cl. (7) Given the product [CH:1]1([CH2:5][N:6]2[CH2:15][CH2:14][C@@:13]34[C:16]5[C:22]6[CH2:23][C@@H:7]2[C@:8]3([OH:39])[CH2:9][CH2:10][C:11](=[O:38])[C@@H:12]4[O:18][C:17]=5[C:19]([C:24]([NH2:26])=[O:25])=[CH:20][CH:21]=6)[CH2:4][CH2:3][CH2:2]1, predict the reactants needed to synthesize it. The reactants are: [CH:1]1([CH2:5][N:6]2[CH2:15][CH2:14][C@@:13]34[C:16]5[C:22]6[CH2:23][C@@H:7]2[C@:8]3([OH:39])[CH2:9][CH2:10][C:11](=[O:38])[C@@H:12]4[O:18][C:17]=5[C:19]([C:24]([NH:26]CC2C=CC(OC)=CC=2OC)=[O:25])=[CH:20][CH:21]=6)[CH2:4][CH2:3][CH2:2]1. (8) Given the product [CH3:1][O:2][C:3]1[CH:11]=[C:10]2[C:6](=[C:5]([CH3:13])[CH:4]=1)[CH2:7][CH:8]=[C:9]2[C:17]1[CH:18]=[CH:19][CH:20]=[CH:21][C:16]=1[C:14]#[N:15], predict the reactants needed to synthesize it. The reactants are: [CH3:1][O:2][C:3]1[CH:11]=[C:10]2[C:6]([CH2:7][CH2:8][C:9]2=O)=[C:5]([CH3:13])[CH:4]=1.[C:14]([C:16]1[CH:21]=[CH:20][CH:19]=[CH:18][C:17]=1[Li])#[N:15].Cl.ClCCl. (9) Given the product [CH3:21][NH:22][S:23]([C:26]1[CH:27]=[C:28]2[C:32](=[CH:33][CH:34]=1)[NH:31][C:30](=[O:35])/[C:29]/2=[CH:19]\[C:11]1[NH:12][C:13]2[CH2:14][CH2:15][CH2:16][CH2:17][C:18]=2[C:10]=1[CH2:9][CH2:8][CH2:7][N:1]1[CH2:2][CH2:3][NH:4][CH2:5][CH2:6]1)(=[O:25])=[O:24], predict the reactants needed to synthesize it. The reactants are: [N:1]1([CH2:7][CH2:8][CH2:9][C:10]2[C:18]3[CH2:17][CH2:16][CH2:15][CH2:14][C:13]=3[NH:12][C:11]=2[CH:19]=O)[CH2:6][CH2:5][NH:4][CH2:3][CH2:2]1.[CH3:21][NH:22][S:23]([C:26]1[CH:27]=[C:28]2[C:32](=[CH:33][CH:34]=1)[NH:31][C:30](=[O:35])[CH2:29]2)(=[O:25])=[O:24].